Task: Predict the product of the given reaction.. Dataset: Forward reaction prediction with 1.9M reactions from USPTO patents (1976-2016) (1) Given the reactants C(NC(C)C)(C)C.C([Li])CCC.[Li+].CC([N-]C(C)C)C.[C:21]([O:24][CH3:25])(=[O:23])[CH3:22].[CH3:26][C:27]([S@:30]([N:32]=[C:33]([CH:35]1[CH2:40][CH2:39][O:38][CH2:37][CH2:36]1)[CH3:34])=[O:31])([CH3:29])[CH3:28], predict the reaction product. The product is: [CH3:29][C:27]([CH3:26])([S@:30]([NH:32][C@@:33]([CH:35]1[CH2:36][CH2:37][O:38][CH2:39][CH2:40]1)([CH3:34])[CH2:22][C:21]([O:24][CH3:25])=[O:23])=[O:31])[CH3:28]. (2) Given the reactants [CH3:1][C:2]1[S:17][C:5]2[O:6][C:7]3[C:15]([CH3:16])=[CH:14][CH:13]=[CH:12][C:8]=3[NH:9][C:10](=O)[C:4]=2[CH:3]=1.P(Cl)(Cl)(Cl)=O.[CH3:23][N:24]1[CH2:29][CH2:28][NH:27][CH2:26][CH2:25]1, predict the reaction product. The product is: [CH3:1][C:2]1[S:17][C:5]2[O:6][C:7]3[C:15]([CH3:16])=[CH:14][CH:13]=[CH:12][C:8]=3[N:9]=[C:10]([N:27]3[CH2:28][CH2:29][N:24]([CH3:23])[CH2:25][CH2:26]3)[C:4]=2[CH:3]=1. (3) Given the reactants C(Cl)CCl.[O:5]=[C:6]1[NH:15][C:14]2[N:13]=[CH:12][C:11](/[CH:16]=[CH:17]/[C:18]([OH:20])=O)=[CH:10][C:9]=2[CH:8]=[CH:7]1.C1C=CC2N(O)N=NC=2C=1.[CH3:31][NH:32][C@@H:33]([C:35]1[O:36][C:37]2[CH:44]=[CH:43][CH:42]=[CH:41][C:38]=2[C:39]=1[CH3:40])[CH3:34].C(N(C(C)C)C(C)C)C, predict the reaction product. The product is: [CH3:31][N:32]([C@@H:33]([C:35]1[O:36][C:37]2[CH:44]=[CH:43][CH:42]=[CH:41][C:38]=2[C:39]=1[CH3:40])[CH3:34])[C:18](=[O:20])/[CH:17]=[CH:16]/[C:11]1[CH:12]=[N:13][C:14]2[NH:15][C:6](=[O:5])[CH:7]=[CH:8][C:9]=2[CH:10]=1. (4) Given the reactants C([O:9][C:10]1[C:19]2[C:14](=[N:15][CH:16]=[C:17]([I:20])[CH:18]=2)[N:13]([CH3:21])[C:12](=[O:22])[CH:11]=1)(=O)CCC(OC)=O.Cl[C:24](=[O:31])[CH2:25][CH2:26][C:27]([O:29]C)=[O:28].OC1C2C(=NC=C(I)C=2)N(C)C(=O)C=1, predict the reaction product. The product is: [OH:9][C:10]1[C:19]2[C:14](=[N:15][CH:16]=[C:17]([I:20])[CH:18]=2)[N:13]([CH3:21])[C:12](=[O:22])[C:11]=1[C:24](=[O:31])[CH2:25][CH2:26][C:27]([OH:29])=[O:28]. (5) Given the reactants [ClH:1].O1CCOCC1.[CH3:8][O:9][CH2:10][CH:11]1[CH2:16][CH2:15][N:14](C(OC(C)(C)C)=O)[CH2:13][CH2:12]1, predict the reaction product. The product is: [ClH:1].[CH3:8][O:9][CH2:10][CH:11]1[CH2:16][CH2:15][NH:14][CH2:13][CH2:12]1. (6) Given the reactants [NH:1](C(OC(C)(C)C)=O)[C@H:2]([C:13]([OH:15])=[O:14])[CH2:3][C:4]1[C:12]2[C:7](=[CH:8][CH:9]=[CH:10][CH:11]=2)[NH:6][CH:5]=1.IC1C=CC(CN)=CC=1.CCN(C(C)C)C(C)C.CN(C(ON1N=NC2C=CC=CC1=2)=[N+](C)C)C.F[P-](F)(F)(F)(F)F, predict the reaction product. The product is: [NH2:1][C@H:2]([C:13]([OH:15])=[O:14])[CH2:3][C:4]1[C:12]2[C:7](=[CH:8][CH:9]=[CH:10][CH:11]=2)[NH:6][CH:5]=1. (7) Given the reactants Cl.C([O:9][C:10]1[CH:15]=[CH:14][C:13]([Cl:16])=[CH:12][C:11]=1[C:17]1[CH:21]=[CH:20][N:19]([CH:22]([O:36][CH2:37][CH3:38])[C:23]([NH:25][CH2:26][C:27]2[CH:32]=[CH:31][C:30]([C:33](=[NH:35])[NH2:34])=[CH:29][CH:28]=2)=[O:24])[N:18]=1)C1C=CC=CC=1, predict the reaction product. The product is: [ClH:16].[C:33]([C:30]1[CH:29]=[CH:28][C:27]([CH2:26][NH:25][C:23](=[O:24])[CH:22]([N:19]2[CH:20]=[CH:21][C:17]([C:11]3[CH:12]=[C:13]([Cl:16])[CH:14]=[CH:15][C:10]=3[OH:9])=[N:18]2)[O:36][CH2:37][CH3:38])=[CH:32][CH:31]=1)(=[NH:34])[NH2:35].